Dataset: Full USPTO retrosynthesis dataset with 1.9M reactions from patents (1976-2016). Task: Predict the reactants needed to synthesize the given product. (1) Given the product [CH3:19][Si:2]([CH3:20])([CH:3]1[C:11]2[C:6](=[C:7]([C:12]3[CH:17]=[CH:16][CH:15]=[CH:14][CH:13]=3)[CH:8]=[CH:9][CH:10]=2)[CH:5]=[C:4]1[CH3:18])[CH:26]1[C:25]([CH3:27])=[C:24]([CH3:28])[C:23]([CH3:29])=[C:22]1[CH3:21], predict the reactants needed to synthesize it. The reactants are: Cl[Si:2]([CH3:20])([CH3:19])[CH:3]1[C:11]2[C:6](=[C:7]([C:12]3[CH:17]=[CH:16][CH:15]=[CH:14][CH:13]=3)[CH:8]=[CH:9][CH:10]=2)[CH:5]=[C:4]1[CH3:18].[CH3:21][C:22]1[CH-:26][C:25]([CH3:27])=[C:24]([CH3:28])[C:23]=1[CH3:29].[Na+]. (2) Given the product [CH2:22]([N:8]([CH2:1][C:2]1[CH:7]=[CH:6][CH:5]=[CH:4][CH:3]=1)[C@@H:9]1[CH2:10][NH:11][CH2:12][C@H:13]1[OH:14])[C:23]1[CH:24]=[CH:25][CH:26]=[CH:27][CH:28]=1, predict the reactants needed to synthesize it. The reactants are: [CH2:1]([N:8]([CH2:22][C:23]1[CH:28]=[CH:27][CH:26]=[CH:25][CH:24]=1)[C@H:9]1[C@H:13]([OH:14])[CH2:12][N:11](C(OC(C)(C)C)=O)[CH2:10]1)[C:2]1[CH:7]=[CH:6][CH:5]=[CH:4][CH:3]=1.Cl.O1CCOCC1. (3) Given the product [Br:8][C:6]1[CH:5]=[CH:4][C:3]2[NH:9][C:10]([C@@H:12]3[CH2:16][C:15]([F:18])([F:17])[CH2:14][N:13]3[C:19]([O:21][C:22]([CH3:25])([CH3:24])[CH3:23])=[O:20])=[N:1][C:2]=2[CH:7]=1, predict the reactants needed to synthesize it. The reactants are: [NH2:1][C:2]1[CH:7]=[C:6]([Br:8])[CH:5]=[CH:4][C:3]=1[NH:9][C:10]([C@@H:12]1[CH2:16][C:15]([F:18])([F:17])[CH2:14][N:13]1[C:19]([O:21][C:22]([CH3:25])([CH3:24])[CH3:23])=[O:20])=O.C([O-])(=O)C.[NH4+].C(O)(=O)C.